Predict the reactants needed to synthesize the given product. From a dataset of Full USPTO retrosynthesis dataset with 1.9M reactions from patents (1976-2016). The reactants are: [OH:1][C@@H:2]1[C:10]2[C:5](=[CH:6][CH:7]=[CH:8][CH:9]=2)[CH2:4][C@@:3]1([CH2:20][C:21]1[CH:31]=[CH:30][C:24]([C:25]([O:27][CH2:28][CH3:29])=[O:26])=[CH:23][CH:22]=1)[C:11]1[CH2:12][C:13]2[C:18]([CH:19]=1)=[CH:17][CH:16]=[CH:15][CH:14]=2.C1CCC(N=C=NC2CCCCC2)CC1.C([NH:64][C@H:65]([C:70](O)=[O:71])[CH2:66][CH:67]([CH3:69])[CH3:68])(OCC1C2C(=CC=CC=2)C2C1=CC=CC=2)=O. Given the product [NH2:64][C@@H:65]([CH2:66][CH:67]([CH3:69])[CH3:68])[C:70]([O:1][C@@H:2]1[C:10]2[C:5](=[CH:6][CH:7]=[CH:8][CH:9]=2)[CH2:4][C@@:3]1([CH2:20][C:21]1[CH:31]=[CH:30][C:24]([C:25]([O:27][CH2:28][CH3:29])=[O:26])=[CH:23][CH:22]=1)[C:11]1[CH2:12][C:13]2[C:18]([CH:19]=1)=[CH:17][CH:16]=[CH:15][CH:14]=2)=[O:71], predict the reactants needed to synthesize it.